Binary Classification. Given a miRNA mature sequence and a target amino acid sequence, predict their likelihood of interaction. From a dataset of Experimentally validated miRNA-target interactions with 360,000+ pairs, plus equal number of negative samples. (1) The miRNA is hsa-miR-24-3p with sequence UGGCUCAGUUCAGCAGGAACAG. The protein sequence of the target gene is MSVNVNRSVSDQFYRYKMPRLIAKVEGKGNGIKTVIVNMVDVAKALNRPPTYPTKYFGCELGAQTQFDVKNDRYIVNGSHEANKLQDMLDGFIKKFVLCPECENPETDLHVNPKKQTIGNSCKACGYRGMLDTHHKLCTFILKNPPENSDSGTGKKEKEKKNRKGKDKENGSVSSSETPPPPPPPNEINPPPHTMEEEEDDDWGEDTTEEAQRRRMDEISDHAKVLTLSDDLERTIEERVNILFDFVKKKKEEGVIDSSDKEIVAEAERLDVKAMGPLVLTEVLFNEKIREQIKKYRRHF.... Result: 1 (interaction). (2) The miRNA is hsa-miR-4781-5p with sequence UAGCGGGGAUUCCAAUAUUGG. The protein sequence of the target gene is MWLQPSLSLSPTPTVGRSLCLTLGFLSLVLRASTQAPAPTVNTHFGKLRGARVPLPSEILGPVDQYLGVPYAAPPIGEKRFLPPEPPPSWSGIRNATHFPPVCPQNIHTAVPEVMLPVWFTANLDIVATYIQEPNEDCLYLNVYVPTEDGSGAKKQGEDLADNDGDEDEDIRDSGAKPVMVYIHGGSYMEGTGNMIDGSVLASYGNVIVITLNYRVGVLGFLSTGDQAAKGNYGLLDQIQALRWVSENIAFFGGDPRRITVFGSGIGASCVSLLTLSHHSEGLFQRAIIQSGSALSSWAV.... Result: 0 (no interaction). (3) The miRNA is hsa-miR-92b-3p with sequence UAUUGCACUCGUCCCGGCCUCC. The protein sequence of the target gene is MSVEDGGVPGLARPRQARWTLLLFLSTAMYGAHAPFLALCHVDGRVPFRPSSAVLLTELTKLLLCAFSLLVGWQTWPQGTPPWRQAVPFALSALLYGANNNLVIYLQRYMDPSTYQVLSNLKIGSTALLYCLCLGHRLSARQGLALLLLMAAGACYASGGFQEPVNTLPGPASAAGAHPMPLHITPLGLLLLILYCLISGLSSVYTELIMKRQRLPLALQNLFLYTFGVILNFGLYAGSGPGPGFLEGFSGWAVLVVLNQAVNGLLMSAVMKHGSSITRLFIVSCSLVVNAVLSAVLLQL.... Result: 0 (no interaction). (4) The miRNA is mmu-miR-876-5p with sequence UGGAUUUCUCUGUGAAUCACUA. The protein sequence of the target gene is MSPPLCPLLLLAVGLRLAGTLNPSDPNTCSFWESFTTTTKESHSRPFSLLPSEPCERPWEGPHTCPQPTVVYRTVYRQVVKTDHRQRLQCCHGFYESRGFCVPLCAQECVHGRCVAPNQCQCVPGWRGDDCSSECAPGMWGPQCDKPCSCGNNSSCDPKSGVCSCPSGLQPPNCLQPCTPGYYGPACQFRCQCHGAPCDPQTGACFCPAERTGPSCDVSCSQGTSGFFCPSTHSCQNGGVFQTPQGSCSCPPGWMGTICSLPCPEGFHGPNCSQECRCHNGGLCDRFTGQCRCAPGYTGD.... Result: 0 (no interaction).